Dataset: Forward reaction prediction with 1.9M reactions from USPTO patents (1976-2016). Task: Predict the product of the given reaction. (1) Given the reactants C[O:2][C:3]([C:5]1[S:6][C:7]([CH:11]=[C:12]([CH3:14])[CH3:13])=[C:8]([CH3:10])[CH:9]=1)=[O:4].[Li+].[OH-], predict the reaction product. The product is: [CH3:10][C:8]1[CH:9]=[C:5]([C:3]([OH:4])=[O:2])[S:6][C:7]=1[CH:11]=[C:12]([CH3:14])[CH3:13]. (2) Given the reactants [CH3:1][C:2]1[CH:3]=[C:4]([C:8]2[CH:9]=[N:10][C:11]([N:17]3[CH:21]=[CH:20][C:19]([CH3:22])=[N:18]3)=[C:12]([C:14]([OH:16])=O)[CH:13]=2)[CH:5]=[N:6][CH:7]=1.[CH3:23][N:24]1[C:33]2[C:28](=[CH:29][C:30]([CH2:34][NH2:35])=[CH:31][CH:32]=2)[CH2:27][CH2:26][CH2:25]1.CCCP(O)(O)=O.CCN(C(C)C)C(C)C, predict the reaction product. The product is: [CH3:1][C:2]1[CH:3]=[C:4]([C:8]2[CH:9]=[N:10][C:11]([N:17]3[CH:21]=[CH:20][C:19]([CH3:22])=[N:18]3)=[C:12]([C:14]([NH:35][CH2:34][C:30]3[CH:29]=[C:28]4[C:33](=[CH:32][CH:31]=3)[N:24]([CH3:23])[CH2:25][CH2:26][CH2:27]4)=[O:16])[CH:13]=2)[CH:5]=[N:6][CH:7]=1. (3) Given the reactants I[C:2]1[CH:7]=[C:6]([N+:8]([O-:10])=[O:9])[C:5]([NH2:11])=[C:4]([CH3:12])[CH:3]=1.[N:13]1[CH:18]=[CH:17][CH:16]=[CH:15][C:14]=1[O-:19].C([N+](CCCC)(CCCC)CCCC)CCC, predict the reaction product. The product is: [NH2:11][C:5]1[C:6]([N+:8]([O-:10])=[O:9])=[CH:7][C:2]([N:13]2[CH:18]=[CH:17][CH:16]=[CH:15][C:14]2=[O:19])=[CH:3][C:4]=1[CH3:12]. (4) Given the reactants [C:1]([C:3]1[N:4]=[C:5]([NH:25][CH2:26][CH2:27][C:28]([F:31])([F:30])[F:29])[C:6]2[N:7]([C:9]([C:12]3[CH:23]=[CH:22][C:15]([C:16]([NH:18][CH:19]4[CH2:21][CH2:20]4)=[O:17])=[C:14]([CH3:24])[CH:13]=3)=[CH:10][N:11]=2)[CH:8]=1)#[N:2], predict the reaction product. The product is: [NH2:2][CH2:1][C:3]1[N:4]=[C:5]([NH:25][CH2:26][CH2:27][C:28]([F:30])([F:31])[F:29])[C:6]2[N:7]([C:9]([C:12]3[CH:23]=[CH:22][C:15]([C:16]([NH:18][CH:19]4[CH2:20][CH2:21]4)=[O:17])=[C:14]([CH3:24])[CH:13]=3)=[CH:10][N:11]=2)[CH:8]=1. (5) Given the reactants [Cl:1][C:2]1[CH:3]=[C:4]([C:10]2[C:14]([C:15]([OH:17])=O)=[CH:13][O:12][N:11]=2)[CH:5]=[CH:6][C:7]=1[O:8][CH3:9].C(N(C(C)C)C(C)C)C.CN(C(ON1N=NC2C=CC=CC1=2)=[N+](C)C)C.[B-](F)(F)(F)F.[CH3:49][CH:50]1[NH:54][CH2:53][C:52]([C:56]2[CH:61]=[CH:60][CH:59]=[CH:58][C:57]=2[CH3:62])([OH:55])[CH2:51]1, predict the reaction product. The product is: [Cl:1][C:2]1[CH:3]=[C:4]([C:10]2[C:14]([C:15]([N:54]3[CH:50]([CH3:49])[CH2:51][C:52]([C:56]4[CH:61]=[CH:60][CH:59]=[CH:58][C:57]=4[CH3:62])([OH:55])[CH2:53]3)=[O:17])=[CH:13][O:12][N:11]=2)[CH:5]=[CH:6][C:7]=1[O:8][CH3:9]. (6) Given the reactants [CH3:1][N:2]1[C:6]2[CH:7]=[CH:8][C:9]([N:11]3[CH:16]=[C:15]([C:17](=[N:19][OH:20])[NH2:18])[C:14](=[O:21])[N:13]([C@H:22]4[C:30]5[C:25](=[C:26]([C:31]([F:34])([F:33])[F:32])[CH:27]=[CH:28][CH:29]=5)[CH2:24][CH2:23]4)[C:12]3=[O:35])=[CH:10][C:5]=2[N:4]([CH3:36])[C:3]1=[O:37].N1C=CC=CC=1.Cl[C:45](OCC(C)C)=[O:46].Cl.F[P-](F)(F)(F)(F)F.C(N1C=C[N+](C)=C1)C, predict the reaction product. The product is: [CH3:1][N:2]1[C:6]2[CH:7]=[CH:8][C:9]([N:11]3[CH:16]=[C:15]([C:17]4[NH:18][C:45](=[O:46])[O:20][N:19]=4)[C:14](=[O:21])[N:13]([C@H:22]4[C:30]5[C:25](=[C:26]([C:31]([F:33])([F:34])[F:32])[CH:27]=[CH:28][CH:29]=5)[CH2:24][CH2:23]4)[C:12]3=[O:35])=[CH:10][C:5]=2[N:4]([CH3:36])[C:3]1=[O:37]. (7) Given the reactants [Br:1][C:2]1[CH:3]=[C:4](/[CH:7]=[CH:8]/[C:9]([OH:11])=O)[S:5][CH:6]=1.C(N(CC)CC)C.ClC(OCC(C)C)=O.[N-:27]=[N+:28]=[N-:29].[Na+], predict the reaction product. The product is: [Br:1][C:2]1[CH:3]=[C:4](/[CH:7]=[CH:8]/[C:9]([N:27]=[N+:28]=[N-:29])=[O:11])[S:5][CH:6]=1.